This data is from Forward reaction prediction with 1.9M reactions from USPTO patents (1976-2016). The task is: Predict the product of the given reaction. (1) Given the reactants [CH3:1][C:2]1[CH:11]=[CH:10][C:9](Cl)=[C:8]2[C:3]=1[C:4](=[O:18])[CH:5]=[C:6]([C:13]([O:15][CH2:16][CH3:17])=[O:14])[O:7]2.[CH3:19][N:20]1[CH2:25][CH2:24][NH:23][CH2:22][CH2:21]1.C1(P(C2CCCCC2)C2C=CC=CC=2C2C=CC=CC=2N(C)C)CCCCC1.C(=O)([O-])[O-].[Cs+].[Cs+].C1(P(C2CCCC2)C2C=CC=CC=2C2C=CC=CC=2N(C)C)CCCC1, predict the reaction product. The product is: [CH2:16]([O:15][C:13]([C:6]1[O:7][C:8]2[C:3]([C:4](=[O:18])[CH:5]=1)=[C:2]([CH3:1])[CH:11]=[CH:10][C:9]=2[N:23]1[CH2:24][CH2:25][N:20]([CH3:19])[CH2:21][CH2:22]1)=[O:14])[CH3:17]. (2) Given the reactants [CH3:1][O:2][C:3]1[CH:8]=[C:7]([C:9]([F:12])([F:11])[F:10])[CH:6]=[CH:5][C:4]=1B(O)O.[CH2:16]([S:23][C:24]1[CH:33]=[C:32]2[C:27]([C:28](Br)=[CH:29][CH:30]=[N:31]2)=[CH:26][N:25]=1)[C:17]1[CH:22]=[CH:21][CH:20]=[CH:19][CH:18]=1.[O-]P([O-])([O-])=O.[K+].[K+].[K+].O1CCOCC1, predict the reaction product. The product is: [CH2:16]([S:23][C:24]1[CH:33]=[C:32]2[C:27]([C:28]([C:4]3[CH:5]=[CH:6][C:7]([C:9]([F:12])([F:11])[F:10])=[CH:8][C:3]=3[O:2][CH3:1])=[CH:29][CH:30]=[N:31]2)=[CH:26][N:25]=1)[C:17]1[CH:18]=[CH:19][CH:20]=[CH:21][CH:22]=1. (3) Given the reactants [CH2:1]([C@H:8]([NH:30][C:31](=[O:38])[O:32][CH:33]1[CH2:37][CH2:36][O:35][CH2:34]1)[C@@H:9]([OH:29])[CH:10]([NH:17][S:18]([C:21]1[CH:26]=[CH:25][C:24]([O:27][CH3:28])=[CH:23][CH:22]=1)(=[O:20])=[O:19])[O:11][CH:12]1[CH2:16][CH2:15][CH2:14][CH2:13]1)[C:2]1[CH:7]=[CH:6][CH:5]=[CH:4][CH:3]=1.FC(F)(F)C(O)=O.C(N(CC)C(C)C)(C)C, predict the reaction product. The product is: [CH2:1]([C@H:8]([NH:30][C:31](=[O:38])[O:32][C@H:33]1[CH2:37][CH2:36][O:35][CH2:34]1)[C@@H:9]([OH:29])[CH:10]([NH:17][S:18]([C:21]1[CH:22]=[CH:23][C:24]([O:27][CH3:28])=[CH:25][CH:26]=1)(=[O:20])=[O:19])[O:11][CH:12]1[CH2:13][CH2:14][CH2:15][CH2:16]1)[C:2]1[CH:3]=[CH:4][CH:5]=[CH:6][CH:7]=1. (4) Given the reactants [CH2:1]([O:3][C:4]([C:6]1[S:7][CH:8]=[C:9]([C:11]([OH:13])=O)[N:10]=1)=[O:5])[CH3:2].ClC1C(Cl)=C([C:22]2S[C:25]([C:27]3OC(C(O)(C)C)=NN=3)=[N:24][C:23]=2C(N2CCOC[C@@H]2C)=O)C=CC=1S(N[C@@H](C)C(F)(F)F)(=O)=O.C(NCC)C.CN(C(ON1N=NC2C=CC=NC1=2)=[N+](C)C)C.F[P-](F)(F)(F)(F)F, predict the reaction product. The product is: [CH2:23]([N:24]([CH2:25][CH3:27])[C:11]([C:9]1[N:10]=[C:6]([C:4]([O:3][CH2:1][CH3:2])=[O:5])[S:7][CH:8]=1)=[O:13])[CH3:22].